This data is from NCI-60 drug combinations with 297,098 pairs across 59 cell lines. The task is: Regression. Given two drug SMILES strings and cell line genomic features, predict the synergy score measuring deviation from expected non-interaction effect. (1) Drug 1: CC1C(C(CC(O1)OC2CC(CC3=C2C(=C4C(=C3O)C(=O)C5=C(C4=O)C(=CC=C5)OC)O)(C(=O)CO)O)N)O.Cl. Drug 2: CN(C(=O)NC(C=O)C(C(C(CO)O)O)O)N=O. Cell line: NCIH23. Synergy scores: CSS=6.65, Synergy_ZIP=-2.12, Synergy_Bliss=-4.05, Synergy_Loewe=4.38, Synergy_HSA=-4.57. (2) Drug 1: C1CCC(CC1)NC(=O)N(CCCl)N=O. Drug 2: C1=CC=C(C=C1)NC(=O)CCCCCCC(=O)NO. Cell line: UO-31. Synergy scores: CSS=9.10, Synergy_ZIP=-3.32, Synergy_Bliss=-0.196, Synergy_Loewe=1.11, Synergy_HSA=1.27. (3) Drug 1: C1CCN(CC1)CCOC2=CC=C(C=C2)C(=O)C3=C(SC4=C3C=CC(=C4)O)C5=CC=C(C=C5)O. Drug 2: CCC1=C2CN3C(=CC4=C(C3=O)COC(=O)C4(CC)O)C2=NC5=C1C=C(C=C5)O. Cell line: KM12. Synergy scores: CSS=11.7, Synergy_ZIP=-2.40, Synergy_Bliss=1.88, Synergy_Loewe=-27.8, Synergy_HSA=-4.46. (4) Drug 1: CNC(=O)C1=CC=CC=C1SC2=CC3=C(C=C2)C(=NN3)C=CC4=CC=CC=N4. Drug 2: C1=CC=C(C(=C1)C(C2=CC=C(C=C2)Cl)C(Cl)Cl)Cl. Cell line: LOX IMVI. Synergy scores: CSS=0.860, Synergy_ZIP=-1.89, Synergy_Bliss=-5.65, Synergy_Loewe=-3.79, Synergy_HSA=-4.14. (5) Drug 1: C1=NNC2=C1C(=O)NC=N2. Drug 2: C1CCC(C(C1)N)N.C(=O)(C(=O)[O-])[O-].[Pt+4]. Cell line: SF-295. Synergy scores: CSS=22.9, Synergy_ZIP=-5.40, Synergy_Bliss=-2.49, Synergy_Loewe=-13.9, Synergy_HSA=-0.722.